From a dataset of Catalyst prediction with 721,799 reactions and 888 catalyst types from USPTO. Predict which catalyst facilitates the given reaction. (1) Reactant: [ClH:1].[CH3:2][N:3]([CH3:26])[CH:4]1[CH2:9][CH2:8][N:7]([C:10](=[O:25])[CH2:11][CH2:12][C:13]2[N:14]([CH2:18][C:19]([O:21][CH:22]3[CH2:24][CH2:23]3)=[O:20])[CH:15]=[CH:16][N:17]=2)[CH2:6][CH2:5]1. Product: [ClH:1].[CH3:26][N:3]([CH3:2])[CH:4]1[CH2:9][CH2:8][N:7]([C:10](=[O:25])[CH2:11][CH2:12][C:13]2[N:14]([CH2:18][C:19]([O:21][CH:22]3[CH2:23][CH2:24]3)=[O:20])[CH:15]=[CH:16][N:17]=2)[CH2:6][CH2:5]1. The catalyst class is: 27. (2) Reactant: [OH:1][C:2]1[CH2:3][N:4]([C:9]([O:11][C:12]([CH3:15])([CH3:14])[CH3:13])=[O:10])[C:5](O)=[CH:6][CH:7]=1.ClC1C=C(C=CC=1)C(O)=O.C(OC(=O)C)C. Product: [CH:2]12[O:1][CH:7]1[CH2:6][CH2:5][N:4]([C:9]([O:11][C:12]([CH3:15])([CH3:14])[CH3:13])=[O:10])[CH2:3]2. The catalyst class is: 2. (3) Reactant: O[Li].O.[C:4]([O:8][C:9]([NH:11][C@H:12]([CH2:17][C:18]1[CH:23]=[CH:22][C:21]([Cl:24])=[C:20]([F:25])[CH:19]=1)[C:13]([O:15]C)=[O:14])=[O:10])([CH3:7])([CH3:6])[CH3:5].C1COCC1. Product: [C:4]([O:8][C:9]([NH:11][C@H:12]([CH2:17][C:18]1[CH:23]=[CH:22][C:21]([Cl:24])=[C:20]([F:25])[CH:19]=1)[C:13]([OH:15])=[O:14])=[O:10])([CH3:7])([CH3:5])[CH3:6]. The catalyst class is: 6. (4) Reactant: [F:1][C:2]1[CH:3]=[C:4]([CH2:9][CH2:10][OH:11])[CH:5]=[C:6]([F:8])[CH:7]=1.N1C=CN=C1.[CH3:17][C:18]([Si:21](Cl)([CH3:23])[CH3:22])([CH3:20])[CH3:19]. Product: [C:18]([Si:21]([O:11][CH2:10][CH2:9][C:4]1[CH:3]=[C:2]([F:1])[CH:7]=[C:6]([F:8])[CH:5]=1)([CH3:23])[CH3:22])([CH3:20])([CH3:19])[CH3:17]. The catalyst class is: 31. (5) Reactant: [Cl:1][C:2]1[CH:3]=[C:4]([CH:7]=[C:8]([O:10][CH3:11])[CH:9]=1)[CH:5]=O.C(O[C:15](=[O:19])[CH2:16][C:17]#[N:18])C.[CH:20]1([NH:23][C:24]([NH2:26])=[NH:25])[CH2:22][CH2:21]1.Cl.C(=O)([O-])[O-].[K+].[K+]. Product: [C:17]([C:16]1[C:15](=[O:19])[NH:26][C:24]([NH:23][CH:20]2[CH2:22][CH2:21]2)=[N:25][C:5]=1[C:4]1[CH:7]=[C:8]([O:10][CH3:11])[CH:9]=[C:2]([Cl:1])[CH:3]=1)#[N:18]. The catalyst class is: 8. (6) Reactant: [Cl:1][C:2]1[N:3]=[C:4]([N:14]2[CH2:19][CH2:18][O:17][CH2:16][CH2:15]2)[C:5]2[O:10][C:9]([C:11]([OH:13])=O)=[CH:8][C:6]=2[N:7]=1.CN(C(ON1N=NC2C=CC=NC1=2)=[N+](C)C)C.F[P-](F)(F)(F)(F)F.[CH3:44][S:45]([N:48]1[CH2:53][CH2:52][NH:51][CH2:50][CH2:49]1)(=[O:47])=[O:46].C(N(C(C)C)CC)(C)C. Product: [Cl:1][C:2]1[N:3]=[C:4]([N:14]2[CH2:19][CH2:18][O:17][CH2:16][CH2:15]2)[C:5]2[O:10][C:9]([C:11]([N:51]3[CH2:52][CH2:53][N:48]([S:45]([CH3:44])(=[O:47])=[O:46])[CH2:49][CH2:50]3)=[O:13])=[CH:8][C:6]=2[N:7]=1. The catalyst class is: 3. (7) Reactant: [C:1]1([S:7]([N:10]2[C:14]3=[N:15][CH:16]=[C:17]([F:19])[CH:18]=[C:13]3[CH:12]=[C:11]2[CH:20]([OH:27])[CH2:21][CH:22]2[CH2:26][CH2:25][CH2:24][CH2:23]2)(=[O:9])=[O:8])[CH:6]=[CH:5][CH:4]=[CH:3][CH:2]=1.CC(OI1(OC(C)=O)(OC(C)=O)OC(=O)C2C=CC=CC1=2)=O. Product: [C:1]1([S:7]([N:10]2[C:14]3=[N:15][CH:16]=[C:17]([F:19])[CH:18]=[C:13]3[CH:12]=[C:11]2[C:20](=[O:27])[CH2:21][CH:22]2[CH2:23][CH2:24][CH2:25][CH2:26]2)(=[O:9])=[O:8])[CH:2]=[CH:3][CH:4]=[CH:5][CH:6]=1. The catalyst class is: 4.